This data is from Full USPTO retrosynthesis dataset with 1.9M reactions from patents (1976-2016). The task is: Predict the reactants needed to synthesize the given product. (1) The reactants are: [CH2:1](Br)[C:2]#[CH:3].[CH3:5][O:6][C:7](=[O:16])[C:8]1[CH:13]=[C:12]([OH:14])[CH:11]=[CH:10][C:9]=1[OH:15].C([O-])([O-])=O.[K+].[K+]. Given the product [CH3:5][O:6][C:7](=[O:16])[C:8]1[CH:13]=[C:12]([O:14][CH2:3][C:2]#[CH:1])[CH:11]=[CH:10][C:9]=1[OH:15], predict the reactants needed to synthesize it. (2) Given the product [CH3:1][C@H:2]1[C@@H:12]2[CH2:13][C@H:14]([CH:10]=[CH:11]2)[C@@H:3]1[C:4](=[O:9])[CH2:5][CH2:6][CH2:7][CH3:8], predict the reactants needed to synthesize it. The reactants are: [CH3:1][CH:2]=[CH:3][C:4](=[O:9])[CH2:5][CH2:6][CH2:7][CH3:8].[CH:10]1[CH2:14][CH:13]=[CH:12][CH:11]=1.Cl(O)(=O)(=O)=O.C([C@@H]1N[C@H](C2OC(C)=CC=2)N(C)C1=O)C1C=CC=CC=1. (3) Given the product [CH2:32]([N:34]([CH2:35][CH3:36])[CH2:2][CH2:3][O:4][C:5]1[CH:6]=[C:7]([C:14]2[C:15](=[O:31])[N:16]([CH3:30])[C:17](=[O:29])[C:18]=2[C:19]2[C:27]3[C:22](=[CH:23][CH:24]=[CH:25][CH:26]=3)[N:21]([CH3:28])[CH:20]=2)[C:8]2[O:12][CH:11]=[CH:10][C:9]=2[CH:13]=1)[CH3:33], predict the reactants needed to synthesize it. The reactants are: Br[CH2:2][CH2:3][O:4][C:5]1[CH:6]=[C:7]([C:14]2[C:15](=[O:31])[N:16]([CH3:30])[C:17](=[O:29])[C:18]=2[C:19]2[C:27]3[C:22](=[CH:23][CH:24]=[CH:25][CH:26]=3)[N:21]([CH3:28])[CH:20]=2)[C:8]2[O:12][CH:11]=[CH:10][C:9]=2[CH:13]=1.[CH2:32]([NH:34][CH2:35][CH3:36])[CH3:33]. (4) Given the product [CH3:31][O:22][C:20](=[O:21])[C:17]1[CH:18]=[CH:19][C:14]([N:11]2[CH2:12][CH2:13][NH:8][CH2:9][C@H:10]2[CH3:23])=[N:15][CH:16]=1, predict the reactants needed to synthesize it. The reactants are: C(OC([N:8]1[CH2:13][CH2:12][N:11]([C:14]2[CH:19]=[CH:18][C:17]([C:20]([OH:22])=[O:21])=[CH:16][N:15]=2)[C@H:10]([CH3:23])[CH2:9]1)=O)(C)(C)C.S(=O)(=O)(O)O.[OH-].[Na+].[CH3:31]O. (5) Given the product [S:19]1[C:20]2[C:21](=[N:22][CH:23]=[CH:24][CH:25]=2)[N:26]=[C:18]1[O:1][C:2]1[CH:10]=[CH:9][C:5]([CH2:6][CH2:7][OH:8])=[CH:4][CH:3]=1, predict the reactants needed to synthesize it. The reactants are: [OH:1][C:2]1[CH:10]=[CH:9][C:5]([CH2:6][CH2:7][OH:8])=[CH:4][CH:3]=1.C([O-])([O-])=O.[K+].[K+].Cl[C:18]1[S:19][C:20]2[C:21]([N:26]=1)=[N:22][CH:23]=[CH:24][CH:25]=2.C([O-])([O-])=O.[Na+].[Na+].